Dataset: Reaction yield outcomes from USPTO patents with 853,638 reactions. Task: Predict the reaction yield, written as a fraction of the theoretical maximum amount of product (1.0 means a 100% yield; for example, 0.34 means a 34% yield). (1) The reactants are [CH2:1]([O:8][C:9]1[CH:17]=[C:16]([O:18][CH2:19][C:20]2[CH:25]=[CH:24][CH:23]=[CH:22][CH:21]=2)[C:15]([C:26]([CH3:28])=[CH2:27])=[CH:14][C:10]=1[C:11]([OH:13])=O)[C:2]1[CH:7]=[CH:6][CH:5]=[CH:4][CH:3]=1.Br.[OH:30][C:31]1[CH:39]=[CH:38][CH:37]=[C:36]2[C:32]=1[CH2:33][NH:34][CH2:35]2.Cl.C(N=C=NCCCN(C)C)C.ON1C2C=CC=CC=2N=N1.C(N(CC)CC)C. The catalyst is CN(C)C=O. The product is [CH2:1]([O:8][C:9]1[CH:17]=[C:16]([O:18][CH2:19][C:20]2[CH:21]=[CH:22][CH:23]=[CH:24][CH:25]=2)[C:15]([C:26]([CH3:28])=[CH2:27])=[CH:14][C:10]=1[C:11]([N:34]1[CH2:33][C:32]2[C:36](=[CH:37][CH:38]=[CH:39][C:31]=2[OH:30])[CH2:35]1)=[O:13])[C:2]1[CH:7]=[CH:6][CH:5]=[CH:4][CH:3]=1. The yield is 0.960. (2) The reactants are [N:1]1([CH2:7][C:8]2[CH:24]=[CH:23][C:11]3[NH:12][C:13]([C:15]4[C:19]([N+:20]([O-])=O)=[CH:18][NH:17][N:16]=4)=[N:14][C:10]=3[CH:9]=2)[CH2:6][CH2:5][O:4][CH2:3][CH2:2]1. The catalyst is [Pd].CN(C=O)C. The product is [N:1]1([CH2:7][C:8]2[CH:24]=[CH:23][C:11]3[NH:12][C:13]([C:15]4[C:19]([NH2:20])=[CH:18][NH:17][N:16]=4)=[N:14][C:10]=3[CH:9]=2)[CH2:6][CH2:5][O:4][CH2:3][CH2:2]1. The yield is 0.710. (3) The reactants are Cl.[CH2:2]([NH2:7])[CH:3]([NH2:6])[CH2:4][CH3:5].C(N(C(C)C)CC)(C)C.O=[C:18]([C:24](OCC)=[O:25])[C:19]([O:21][CH2:22][CH3:23])=[O:20]. The catalyst is C(O)C. The product is [CH2:4]([C:3]1[N:6]=[C:24]([OH:25])[C:18]([C:19]([O:21][CH2:22][CH3:23])=[O:20])=[N:7][CH:2]=1)[CH3:5]. The yield is 0.250. (4) The reactants are [N+:1]([C:4]1[CH:5]=[CH:6][CH:7]=[C:8]2[C:13]=1[N:12]=[CH:11][C:10]([S:14]([C:17]1[CH:22]=[CH:21][CH:20]=[CH:19][CH:18]=1)(=[O:16])=[O:15])=[CH:9]2)([O-])=O.O.C(=O)([O-])[O-].[K+].[K+].C(N(CC(O)=O)CC(O)=O)CN(CC(O)=O)CC(O)=O. The catalyst is O1CCCC1.Cl.[Cl-].[Ti+3].[Cl-].[Cl-]. The product is [NH2:1][C:4]1[CH:5]=[CH:6][CH:7]=[C:8]2[C:13]=1[N:12]=[CH:11][C:10]([S:14]([C:17]1[CH:18]=[CH:19][CH:20]=[CH:21][CH:22]=1)(=[O:16])=[O:15])=[CH:9]2. The yield is 0.720. (5) The reactants are Cl[C:2]1[N:7]=[C:6]([O:8][C:9]2[CH:35]=[CH:34][CH:33]=[CH:32][C:10]=2[CH2:11][NH:12][C:13]([NH:15][C:16]2[N:20]([C:21]3[CH:26]=[CH:25][C:24]([CH3:27])=[CH:23][CH:22]=3)[N:19]=[C:18]([C:28]([CH3:31])([CH3:30])[CH3:29])[CH:17]=2)=[O:14])[CH:5]=[CH:4][N:3]=1.[C:36](=[O:39])([O-])[O-].[Na+].[Na+]. The catalyst is C(O)C.NCCCN1CCCC1=O. The product is [O:39]=[C:36]1[CH2:23][CH2:22][CH2:21][N:20]1[CH2:16][CH2:17][CH2:18][NH:19][C:2]1[N:7]=[C:6]([O:8][C:9]2[CH:35]=[CH:34][CH:33]=[CH:32][C:10]=2[CH2:11][NH:12][C:13]([NH:15][C:16]2[N:20]([C:21]3[CH:26]=[CH:25][C:24]([CH3:27])=[CH:23][CH:22]=3)[N:19]=[C:18]([C:28]([CH3:30])([CH3:31])[CH3:29])[CH:17]=2)=[O:14])[CH:5]=[CH:4][N:3]=1. The yield is 0.520. (6) The reactants are [CH3:1][O:2][C:3]1[CH:4]=[C:5]([NH:15][C:16]([NH2:18])=[S:17])[CH:6]=[CH:7][C:8]=1[N:9]1[CH:13]=[C:12]([CH3:14])[N:11]=[CH:10]1.Br[CH:20]1[C:25](=O)[CH:24]([C:27]2[CH:32]=[C:31]([CH3:33])[CH:30]=[CH:29][C:28]=2[CH3:34])[CH2:23][CH2:22][CH2:21]1. The catalyst is C(O)C. The product is [CH3:34][C:28]1[CH:29]=[CH:30][C:31]([CH3:33])=[CH:32][C:27]=1[CH:24]1[C:23]2[N:18]=[C:16]([NH:15][C:5]3[CH:6]=[CH:7][C:8]([N:9]4[CH:13]=[C:12]([CH3:14])[N:11]=[CH:10]4)=[C:3]([O:2][CH3:1])[CH:4]=3)[S:17][C:22]=2[CH2:21][CH2:20][CH2:25]1. The yield is 0.0900. (7) The reactants are [C:9](O[C:9]([O:11][C:12]([CH3:15])([CH3:14])[CH3:13])=[O:10])([O:11][C:12]([CH3:15])([CH3:14])[CH3:13])=[O:10].[CH3:16][O:17][C:18](=[O:30])[C:19]1[CH:24]=[CH:23][CH:22]=[C:21]([C:25]([F:28])([F:27])[F:26])[C:20]=1[NH2:29].C(N(CC)CC)C. The catalyst is ClCCl. The product is [CH3:16][O:17][C:18](=[O:30])[C:19]1[CH:24]=[CH:23][CH:22]=[C:21]([C:25]([F:28])([F:27])[F:26])[C:20]=1[NH:29][C:9]([O:11][C:12]([CH3:13])([CH3:14])[CH3:15])=[O:10]. The yield is 0.490. (8) The reactants are [CH3:1][C:2]1([C:5]2[NH:6][C:7]3[C:12]([CH:13]=2)=[CH:11][C:10]([N+:14]([O-])=O)=[CH:9][CH:8]=3)[CH2:4][CH2:3]1. The catalyst is CCO.[Ni]. The product is [CH3:1][C:2]1([C:5]2[NH:6][C:7]3[C:12]([CH:13]=2)=[CH:11][C:10]([NH2:14])=[CH:9][CH:8]=3)[CH2:4][CH2:3]1. The yield is 0.280. (9) The reactants are [Br:1][C:2]1[CH:13]=[CH:12][C:5]([C:6](N(OC)C)=[O:7])=[CH:4][C:3]=1[F:14].[CH3:15][Mg]Cl. The catalyst is O1CCCC1. The product is [Br:1][C:2]1[CH:13]=[CH:12][C:5]([C:6](=[O:7])[CH3:15])=[CH:4][C:3]=1[F:14]. The yield is 0.990.